This data is from Cav3 T-type calcium channel HTS with 100,875 compounds. The task is: Binary Classification. Given a drug SMILES string, predict its activity (active/inactive) in a high-throughput screening assay against a specified biological target. (1) The result is 0 (inactive). The drug is S\1\C(N(CC(C)C)C(=O)C1=C/c1sccc1)=N\c1ccc(OC)cc1. (2) The result is 0 (inactive). The molecule is Fc1ccc(CCN2C(=O)/C(=C\NCCCN(CC)CC)C(=O)NC2=O)cc1. (3) The compound is FC(F)(F)C(NCC(O)c1ccccc1)(NC(OCCCC)=O)C(F)(F)F. The result is 0 (inactive). (4) The molecule is O1c2c(OCC1)ccc(c2)C(=O)/C=C\c1cc([N+]([O-])=O)c(OC)cc1. The result is 0 (inactive).